From a dataset of NCI-60 drug combinations with 297,098 pairs across 59 cell lines. Regression. Given two drug SMILES strings and cell line genomic features, predict the synergy score measuring deviation from expected non-interaction effect. Drug 1: C1=NC2=C(N1)C(=S)N=C(N2)N. Drug 2: CC(C)CN1C=NC2=C1C3=CC=CC=C3N=C2N. Cell line: MCF7. Synergy scores: CSS=33.7, Synergy_ZIP=1.75, Synergy_Bliss=0.754, Synergy_Loewe=-4.56, Synergy_HSA=-0.891.